This data is from Reaction yield outcomes from USPTO patents with 853,638 reactions. The task is: Predict the reaction yield, written as a fraction of the theoretical maximum amount of product (1.0 means a 100% yield; for example, 0.34 means a 34% yield). (1) The reactants are [Cl:1][C:2]1[CH:3]=[CH:4][C:5]([NH:12][C:13](=[O:31])[CH2:14][CH2:15][CH2:16][NH:17][C:18]([C:20]2[CH:25]=[CH:24][CH:23]=[C:22]([C:26]3[CH:30]=[CH:29][O:28][CH:27]=3)[CH:21]=2)=[O:19])=[C:6]([CH:11]=1)[C:7]([O:9]C)=[O:8].[OH-].[Na+].Cl. The catalyst is O1CCCC1. The product is [Cl:1][C:2]1[CH:3]=[CH:4][C:5]([NH:12][C:13](=[O:31])[CH2:14][CH2:15][CH2:16][NH:17][C:18]([C:20]2[CH:25]=[CH:24][CH:23]=[C:22]([C:26]3[CH:30]=[CH:29][O:28][CH:27]=3)[CH:21]=2)=[O:19])=[C:6]([CH:11]=1)[C:7]([OH:9])=[O:8]. The yield is 0.910. (2) The product is [Br:18][C:4]1[N:3]([S:9]([C:12]2[CH:13]=[N:14][CH:15]=[CH:16][CH:17]=2)(=[O:10])=[O:11])[C:2]([CH3:1])=[C:6]([CH:7]=[O:8])[CH:5]=1. The reactants are [CH3:1][C:2]1[N:3]([S:9]([C:12]2[CH:13]=[N:14][CH:15]=[CH:16][CH:17]=2)(=[O:11])=[O:10])[CH:4]=[CH:5][C:6]=1[CH:7]=[O:8].[Br:18]N1C(=O)CCC1=O.O. The catalyst is CN(C)C=O. The yield is 0.530. (3) The reactants are [CH3:1][N:2]1[C:10]2[C:5](=[CH:6][CH:7]=[C:8]([N+:11]([O-])=O)[CH:9]=2)[CH2:4][CH2:3]1.N(N)(C)C.C. The catalyst is CO. The product is [CH3:1][N:2]1[C:10]2[C:5](=[CH:6][CH:7]=[C:8]([NH2:11])[CH:9]=2)[CH2:4][CH2:3]1. The yield is 1.00. (4) The reactants are C([O:8][C:9]1[C:14]([CH3:15])=[CH:13][C:12]([C:16]2[NH:17][C:18](=[O:30])[C:19]3[C:20]([O:28][CH3:29])=[CH:21][C:22]([O:26]C)=[N:23][C:24]=3[CH:25]=2)=[CH:11][C:10]=1[CH3:31])C1C=CC=CC=1.B(Br)(Br)Br.[ClH:36].CCOCC. The catalyst is ClCCl. The product is [ClH:36].[OH:26][C:22]1[CH:21]=[C:20]([O:28][CH3:29])[C:19]2[C:18](=[O:30])[NH:17][C:16]([C:12]3[CH:13]=[C:14]([CH3:15])[C:9]([OH:8])=[C:10]([CH3:31])[CH:11]=3)=[CH:25][C:24]=2[N:23]=1. The yield is 0.370. (5) The reactants are C1C2C(COC([NH:18][CH:19]([CH2:23][CH2:24][CH2:25][CH2:26][N:27]([CH2:54][C:55]3[N:56]([CH2:60][C:61]([N:63]([CH2:72][C:73]([O:75][C:76]([CH3:79])([CH3:78])[CH3:77])=[O:74])[CH2:64][C:65](=[O:71])[O:66][C:67]([CH3:70])([CH3:69])[CH3:68])=[O:62])[CH:57]=[CH:58][N:59]=3)[CH2:28][C:29]3[N:30]([CH2:34][C:35](=[O:53])[N:36]([CH2:45][C:46](=[O:52])[O:47][C:48]([CH3:51])([CH3:50])[CH3:49])[CH2:37][C:38](=[O:44])[O:39][C:40]([CH3:43])([CH3:42])[CH3:41])[CH:31]=[CH:32][N:33]=3)[C:20]([OH:22])=[O:21])=O)C3C(=CC=CC=3)C=2C=CC=1.N1CCCCC1. The catalyst is CN(C=O)C. The product is [NH2:18][C@@H:19]([CH2:23][CH2:24][CH2:25][CH2:26][N:27]([CH2:28][C:29]1[N:30]([CH2:34][C:35]([N:36]([CH2:37][C:38]([O:39][C:40]([CH3:43])([CH3:42])[CH3:41])=[O:44])[CH2:45][C:46](=[O:52])[O:47][C:48]([CH3:51])([CH3:50])[CH3:49])=[O:53])[CH:31]=[CH:32][N:33]=1)[CH2:54][C:55]1[N:56]([CH2:60][C:61](=[O:62])[N:63]([CH2:72][C:73](=[O:74])[O:75][C:76]([CH3:79])([CH3:78])[CH3:77])[CH2:64][C:65](=[O:71])[O:66][C:67]([CH3:69])([CH3:68])[CH3:70])[CH:57]=[CH:58][N:59]=1)[C:20]([OH:22])=[O:21]. The yield is 0.790. (6) The reactants are Br[C:2]1[N:7]=[C:6]2[N:8]([CH2:12][CH:13]3[CH2:18][CH2:17][CH2:16][CH2:15][N:14]3[CH3:19])[C:9](=[O:11])[NH:10][C:5]2=[N:4][CH:3]=1.BrC1N=C(N[CH2:28][CH:29]2[CH2:34][CH2:33][CH2:32][CH2:31]N2C)C(N)=NC=1.C(N1C=CN=C1)(N1C=CN=C1)=[O:38]. The catalyst is O1CCCC1. The product is [OH:38][C:29]1[CH:34]=[CH:33][C:32]([C:2]2[N:7]=[C:6]3[N:8]([CH2:12][CH:13]4[CH2:18][CH2:17][CH2:16][CH2:15][N:14]4[CH3:19])[C:9](=[O:11])[NH:10][C:5]3=[N:4][CH:3]=2)=[CH:31][CH:28]=1. The yield is 0.920.